Dataset: Reaction yield outcomes from USPTO patents with 853,638 reactions. Task: Predict the reaction yield, written as a fraction of the theoretical maximum amount of product (1.0 means a 100% yield; for example, 0.34 means a 34% yield). (1) The reactants are [S:1]1[C:5]([C:6]2[C:15]([N:16]3[CH2:21][CH2:20][CH2:19][CH2:18][CH2:17]3)=[N:14][C:13]3[C:8](=[CH:9][CH:10]=[C:11]([C:22]([O:24]C)=[O:23])[CH:12]=3)[N:7]=2)=[CH:4][C:3]2[CH:26]=[CH:27][CH:28]=[CH:29][C:2]1=2.[OH-].[Na+].O. The catalyst is CO. The product is [S:1]1[C:5]([C:6]2[C:15]([N:16]3[CH2:21][CH2:20][CH2:19][CH2:18][CH2:17]3)=[N:14][C:13]3[C:8](=[CH:9][CH:10]=[C:11]([C:22]([OH:24])=[O:23])[CH:12]=3)[N:7]=2)=[CH:4][C:3]2[CH:26]=[CH:27][CH:28]=[CH:29][C:2]1=2. The yield is 0.890. (2) The reactants are [Cl:1][C:2]1[CH:3]=[C:4]([CH:24]=[C:25]([O:28][CH3:29])[C:26]=1[OH:27])/[CH:5]=[C:6]1/[C:7](=[O:23])[N:8]2[C:13](C3C=C(C=CC=3)C(O)=O)=[CH:12][N:11]=[C:9]2[S:10]/1.Cl.[F:31][CH2:32][CH2:33][NH2:34].C(N(CC)[CH:39]([CH3:41])[CH3:40])(C)C. The catalyst is CN1CCCC1=O.ClCCl. The product is [Cl:1][C:2]1[CH:3]=[C:4](/[CH:5]=[C:6]2/[C:7](=[O:23])[N:8]3[CH:13]=[C:12]([C:4]4[CH:5]=[C:6]([CH:41]=[CH:39][CH:40]=4)[C:7]([NH:34][CH2:33][CH2:32][F:31])=[O:23])[N:11]=[C:9]3[S:10]/2)[CH:24]=[C:25]([O:28][CH3:29])[C:26]=1[OH:27]. The yield is 0.260. (3) The reactants are Br[C:2]1[C:3]([F:21])=[C:4]([F:20])[C:5]([NH:12][C:13]2[CH:18]=[CH:17][CH:16]=[CH:15][C:14]=2[F:19])=[C:6]([CH:11]=1)[C:7]([O:9][CH3:10])=[O:8].C(N(CC)C(C)C)(C)C.CC1(C)C2C(=C(P(C3C=CC=CC=3)C3C=CC=CC=3)C=CC=2)OC2C(P(C3C=CC=CC=3)C3C=CC=CC=3)=CC=CC1=2.[CH3:73][O:74][C:75]1[CH:80]=[CH:79][C:78]([CH2:81][SH:82])=[CH:77][CH:76]=1. The catalyst is O1CCOCC1.C1C=CC(/C=C/C(/C=C/C2C=CC=CC=2)=O)=CC=1.C1C=CC(/C=C/C(/C=C/C2C=CC=CC=2)=O)=CC=1.C1C=CC(/C=C/C(/C=C/C2C=CC=CC=2)=O)=CC=1.[Pd].[Pd]. The product is [F:20][C:4]1[C:5]([NH:12][C:13]2[CH:18]=[CH:17][CH:16]=[CH:15][C:14]=2[F:19])=[C:6]([CH:11]=[C:2]([S:82][CH2:81][C:78]2[CH:79]=[CH:80][C:75]([O:74][CH3:73])=[CH:76][CH:77]=2)[C:3]=1[F:21])[C:7]([O:9][CH3:10])=[O:8]. The yield is 0.820. (4) The reactants are [F:1][C:2]1[CH:3]=[C:4]([O:9]C)[CH:5]=[CH:6][C:7]=1[CH3:8].B(Br)(Br)Br. No catalyst specified. The product is [F:1][C:2]1[CH:3]=[C:4]([OH:9])[CH:5]=[CH:6][C:7]=1[CH3:8]. The yield is 0.750. (5) The reactants are [NH2:1][C:2]1[N:10]=[CH:9][CH:8]=[CH:7][C:3]=1[C:4](O)=[O:5].[H-].[H-].[H-].[H-].[Li+].[Al+3]. The catalyst is C1COCC1. The product is [NH2:1][C:2]1[C:3]([CH2:4][OH:5])=[CH:7][CH:8]=[CH:9][N:10]=1. The yield is 0.950. (6) The reactants are Cl[CH2:2][C:3]1[N:4]=[C:5]([C:8]2[CH:13]=[CH:12][C:11]([O:14][CH3:15])=[CH:10][CH:9]=2)[O:6][CH:7]=1.[F:16][C:17]1[C:25]([OH:26])=[CH:24][CH:23]=[C:22]([F:27])[C:18]=1[C:19]([NH2:21])=[O:20].C(=O)([O-])[O-].[K+].[K+]. The catalyst is CN(C=O)C. The product is [F:16][C:17]1[C:25]([O:26][CH2:2][C:3]2[N:4]=[C:5]([C:8]3[CH:13]=[CH:12][C:11]([O:14][CH3:15])=[CH:10][CH:9]=3)[O:6][CH:7]=2)=[CH:24][CH:23]=[C:22]([F:27])[C:18]=1[C:19]([NH2:21])=[O:20]. The yield is 0.270.